From a dataset of Catalyst prediction with 721,799 reactions and 888 catalyst types from USPTO. Predict which catalyst facilitates the given reaction. (1) Reactant: [OH:1][CH2:2][CH2:3][N:4]1[C:8](=[O:9])[C:7]2=[CH:10][CH:11]=[CH:12][CH:13]=[C:6]2[C:5]1=[O:14].O[C:16]1[CH:21]=[CH:20][C:19]([C:22]([F:25])([F:24])[F:23])=[CH:18][CH:17]=1.N(C(OCC)=O)=NC(OCC)=O.C1(P(C2C=CC=CC=2)C2C=CC=CC=2)C=CC=CC=1. Product: [F:23][C:22]([F:25])([F:24])[C:19]1[CH:20]=[CH:21][C:16]([O:1][CH2:2][CH2:3][N:4]2[C:8](=[O:9])[C:7]3=[CH:10][CH:11]=[CH:12][CH:13]=[C:6]3[C:5]2=[O:14])=[CH:17][CH:18]=1. The catalyst class is: 1. (2) Reactant: [Br:1][C:2]1[CH:3]=[C:4]([CH:8]=[C:9]([N+:11]([O-:13])=[O:12])[CH:10]=1)[C:5]([OH:7])=O.[CH3:14][CH:15]([NH2:17])[CH3:16].CCN(C(C)C)C(C)C.CN(C(ON1N=NC2C=CC=NC1=2)=[N+](C)C)C.F[P-](F)(F)(F)(F)F. Product: [Br:1][C:2]1[CH:3]=[C:4]([CH:8]=[C:9]([N+:11]([O-:13])=[O:12])[CH:10]=1)[C:5]([NH:17][CH:15]([CH3:16])[CH3:14])=[O:7]. The catalyst class is: 2. (3) Product: [Br:1][C:2]1[N:3]([CH2:18][CH2:19][Cl:20])[C:4]2[C:9]([C:10]=1[CH:11]=[O:12])=[CH:8][C:7]([O:13][CH3:14])=[CH:6][CH:5]=2. Reactant: [Br:1][C:2]1[NH:3][C:4]2[C:9]([C:10]=1[CH:11]=[O:12])=[CH:8][C:7]([O:13][CH3:14])=[CH:6][CH:5]=2.[H-].[Na+].Br[CH2:18][CH2:19][Cl:20].[Na+].[Cl-]. The catalyst class is: 37.